From a dataset of Forward reaction prediction with 1.9M reactions from USPTO patents (1976-2016). Predict the product of the given reaction. (1) Given the reactants [CH3:1][C:2]1([CH3:26])[C:6]([CH3:8])([CH3:7])[O:5][B:4]([C:9]2[CH:18]=[CH:17][CH:16]=[C:15]3[C:10]=2[CH2:11][CH2:12][N:13](C(OC(C)(C)C)=O)[CH2:14]3)[O:3]1.Cl.O1CCOCC1.[S:34]1[C:38]([NH2:39])=[N:37][CH:36]=[N:35]1.C(N(CC)CC)C.[S:47](Cl)(Cl)(=[O:49])=[O:48], predict the reaction product. The product is: [CH3:7][C:6]1([CH3:8])[C:2]([CH3:26])([CH3:1])[O:3][B:4]([C:9]2[CH:18]=[CH:17][CH:16]=[C:15]3[C:10]=2[CH2:11][CH2:12][N:13]([S:47]([NH:39][C:38]2[S:34][N:35]=[CH:36][N:37]=2)(=[O:49])=[O:48])[CH2:14]3)[O:5]1. (2) Given the reactants C1(P(C2C=CC=CC=2)C2C=CC=CC=2)C=CC=CC=1.[C:20]([C:24]1[C:25]([O:51][CH3:52])=[C:26]([C:38]#[C:39][C:40]2[CH:45]=[CH:44][C:43]([NH:46][S:47]([CH3:50])(=[O:49])=[O:48])=[CH:42][CH:41]=2)[CH:27]=[C:28]([N:30]2[CH:35]=[CH:34][C:33](=[O:36])[NH:32][C:31]2=[O:37])[CH:29]=1)([CH3:23])([CH3:22])[CH3:21].C[Si](C)(C)[Si](C)(C)C, predict the reaction product. The product is: [C:20]([C:24]1[C:25]([O:51][CH3:52])=[C:26]([CH:27]=[C:28]([N:30]2[CH:35]=[CH:34][C:33](=[O:36])[NH:32][C:31]2=[O:37])[CH:29]=1)/[CH:38]=[CH:39]/[C:40]1[CH:45]=[CH:44][C:43]([NH:46][S:47]([CH3:50])(=[O:48])=[O:49])=[CH:42][CH:41]=1)([CH3:23])([CH3:21])[CH3:22]. (3) Given the reactants [C:1]([O:5][C:6]([NH:8][C:9]1[C:10]([NH2:15])=[N:11][CH:12]=[CH:13][CH:14]=1)=[O:7])([CH3:4])([CH3:3])[CH3:2].C[Si](C)(C)[N-][Si](C)(C)C.[K+].[C:26](Cl)(=[O:35])[C:27]1[CH:32]=[CH:31][C:30]([O:33][CH3:34])=[CH:29][CH:28]=1.[Cl-].[NH4+], predict the reaction product. The product is: [C:1]([O:5][C:6]([NH:8][C:9]1[C:10]([NH:15][C:26](=[O:35])[C:27]2[CH:32]=[CH:31][C:30]([O:33][CH3:34])=[CH:29][CH:28]=2)=[N:11][CH:12]=[CH:13][CH:14]=1)=[O:7])([CH3:4])([CH3:2])[CH3:3]. (4) Given the reactants C1C(=O)N(O[C:9]([O:11][N:12]2[C:17](=[O:18])[CH2:16][CH2:15][C:13]2=[O:14])=[O:10])C(=O)C1.[CH3:19][O:20][C:21]1[CH:35]=[CH:34][C:24]([CH2:25][N:26]2[CH2:32][C@@H:31]([NH2:33])[CH2:30][O:29][CH2:28][CH2:27]2)=[CH:23][CH:22]=1.CCN(C(C)C)C(C)C, predict the reaction product. The product is: [CH3:19][O:20][C:21]1[CH:22]=[CH:23][C:24]([CH2:25][N:26]2[CH2:32][C@@H:31]([NH:33][C:9]([O:11][N:12]3[C:13](=[O:14])[CH2:15][CH2:16][C:17]3=[O:18])=[O:10])[CH2:30][O:29][CH2:28][CH2:27]2)=[CH:34][CH:35]=1. (5) Given the reactants [NH2:1][C:2]1[CH:7]=[CH:6][C:5]([Cl:8])=[CH:4][C:3]=1[C:9]([C:11]1[CH:12]=[N:13][CH:14]=[CH:15][CH:16]=1)=[O:10].[Br:17][C:18]1[CH:23]=[CH:22][C:21]([S:24](Cl)(=[O:26])=[O:25])=[CH:20][CH:19]=1, predict the reaction product. The product is: [Br:17][C:18]1[CH:23]=[CH:22][C:21]([S:24]([NH:1][C:2]2[CH:7]=[CH:6][C:5]([Cl:8])=[CH:4][C:3]=2[C:9]([C:11]2[CH:12]=[N:13][CH:14]=[CH:15][CH:16]=2)=[O:10])(=[O:26])=[O:25])=[CH:20][CH:19]=1. (6) Given the reactants C[C@:2]1([NH:36][C:37](=[O:43])[O:38][C:39]([CH3:42])([CH3:41])[CH3:40])[CH2:6][CH2:5][N:4]([C@@H:7]([C:12]2[CH:13]=[CH:14][C:15]3[N:16]([C:18]([C:21]4[CH:30]=[CH:29][C:28]5[C:23](=[CH:24][C:25]([O:31][CH2:32][CH2:33][O:34]C)=[CH:26][CH:27]=5)[N:22]=4)=[N:19][N:20]=3)[CH:17]=2)[C:8]([F:11])([F:10])[F:9])[CH2:3]1.O.O.O.[F-:47].C([N+](CCCC)(CCCC)CCCC)CCC, predict the reaction product. The product is: [F:9][C:8]([F:11])([F:10])[C@H:7]([N:4]1[CH2:5][CH2:6][C@H:2]([NH:36][C:37](=[O:43])[O:38][C:39]([CH3:42])([CH3:41])[CH3:40])[CH2:3]1)[C:12]1[CH:13]=[CH:14][C:15]2[N:16]([C:18]([C:21]3[CH:30]=[CH:29][C:28]4[C:23](=[CH:24][C:25]([O:31][CH2:32][CH2:33][OH:34])=[C:26]([F:47])[CH:27]=4)[N:22]=3)=[N:19][N:20]=2)[CH:17]=1. (7) Given the reactants [Cl:1][C:2]1[CH:3]=[C:4]([CH:10]=[CH:11][C:12]=1[F:13])[CH:5]=[CH:6][C:7]([OH:9])=[O:8].[OH:14][CH2:15][CH2:16][CH2:17][N:18]1[CH2:23][CH2:22][NH:21][C@@H:20]([CH3:24])[C:19]1=[O:25].C(N(CC)C(C)C)(C)C.ON1C2C=CC=CC=2N=N1.[ClH:45].C(N=C=NCCCN(C)C)C, predict the reaction product. The product is: [CH2:2]([Cl:1])[Cl:45].[CH3:7][OH:8].[NH4+:18].[OH-:14].[Cl:1][C:2]1[CH:3]=[C:4](/[CH:5]=[CH:6]/[C:7]([N:21]2[CH2:22][CH2:23][N:18]([CH2:17][CH2:16][CH2:15][OH:14])[C:19](=[O:25])[C@@H:20]2[CH3:24])=[O:9])[CH:10]=[CH:11][C:12]=1[F:13].